This data is from Aqueous solubility values for 9,982 compounds from the AqSolDB database. The task is: Regression/Classification. Given a drug SMILES string, predict its absorption, distribution, metabolism, or excretion properties. Task type varies by dataset: regression for continuous measurements (e.g., permeability, clearance, half-life) or binary classification for categorical outcomes (e.g., BBB penetration, CYP inhibition). For this dataset (solubility_aqsoldb), we predict Y. (1) The compound is N#Cc1ccccc1O. The Y is -0.775 log mol/L. (2) The drug is Cc1cc2ccccc2c2ccc3ccccc3c12. The Y is -6.59 log mol/L. (3) The drug is CC(=O)CCl. The Y is -0.0120 log mol/L. (4) The compound is CN1C2CCC1CC(OC(=O)C(COS(=O)(=O)O)c1ccccc1)C2. The Y is -1.57 log mol/L.